Dataset: Full USPTO retrosynthesis dataset with 1.9M reactions from patents (1976-2016). Task: Predict the reactants needed to synthesize the given product. Given the product [CH3:20][C:21]1[C:25]([CH3:26])=[C:24]([N:27]([CH2:53][O:54][CH2:55][CH2:56][O:57][CH3:58])[S:28]([C:31]2[S:32][C:33]([CH3:52])=[CH:34][C:35]=2[C:36]2[CH:47]=[CH:46][C:39]([CH2:40][N:12]3[C:5]4[CH:4]=[C:3]([CH2:1][CH3:2])[N:8]=[C:7]([CH3:9])[C:6]=4[C:10]([C:13]4[S:14][CH:15]=[CH:16][CH:17]=4)=[N:11]3)=[CH:38][C:37]=2[CH2:48][O:49][CH2:50][CH3:51])(=[O:30])=[O:29])[O:23][N:22]=1, predict the reactants needed to synthesize it. The reactants are: [CH2:1]([C:3]1[N:8]=[C:7]([CH3:9])[C:6]2[C:10]([C:13]3[S:14][CH:15]=[CH:16][CH:17]=3)=[N:11][NH:12][C:5]=2[CH:4]=1)[CH3:2].[H-].[Na+].[CH3:20][C:21]1[C:25]([CH3:26])=[C:24]([N:27]([CH2:53][O:54][CH2:55][CH2:56][O:57][CH3:58])[S:28]([C:31]2[S:32][C:33]([CH3:52])=[CH:34][C:35]=2[C:36]2[CH:47]=[CH:46][C:39]([CH2:40]OS(C)(=O)=O)=[CH:38][C:37]=2[CH2:48][O:49][CH2:50][CH3:51])(=[O:30])=[O:29])[O:23][N:22]=1.O.